From a dataset of Peptide-MHC class I binding affinity with 185,985 pairs from IEDB/IMGT. Regression. Given a peptide amino acid sequence and an MHC pseudo amino acid sequence, predict their binding affinity value. This is MHC class I binding data. (1) The peptide sequence is APYFATVRL. The MHC is HLA-A11:01 with pseudo-sequence HLA-A11:01. The binding affinity (normalized) is 0.0847. (2) The peptide sequence is RPPMVTSGL. The MHC is HLA-B58:01 with pseudo-sequence HLA-B58:01. The binding affinity (normalized) is 0.0847. (3) The peptide sequence is GFNTLKPIFK. The MHC is HLA-A33:01 with pseudo-sequence HLA-A33:01. The binding affinity (normalized) is 0.0865.